This data is from Reaction yield outcomes from USPTO patents with 853,638 reactions. The task is: Predict the reaction yield, written as a fraction of the theoretical maximum amount of product (1.0 means a 100% yield; for example, 0.34 means a 34% yield). (1) The reactants are Cl[C:2]1[N:7]=[C:6]([NH:8][C@@H:9]2[CH2:14][CH2:13][CH2:12][CH2:11][C@H:10]2[NH:15][C:16](=[O:21])[C:17]([F:20])([F:19])[F:18])[C:5]([Cl:22])=[CH:4][N:3]=1.[CH2:23]([N:25]1[CH2:31][CH2:30][C:29]2[CH:32]=[C:33]([NH2:36])[CH:34]=[CH:35][C:28]=2[CH2:27][CH2:26]1)[CH3:24].Cl.C(=O)([O-])[O-]. The catalyst is COCCO.O1CCOCC1. The product is [Cl:22][C:5]1[C:6]([NH:8][C@@H:9]2[CH2:14][CH2:13][CH2:12][CH2:11][C@H:10]2[NH:15][C:16](=[O:21])[C:17]([F:20])([F:19])[F:18])=[N:7][C:2]([NH:36][C:33]2[CH:34]=[CH:35][C:28]3[CH2:27][CH2:26][N:25]([CH2:23][CH3:24])[CH2:31][CH2:30][C:29]=3[CH:32]=2)=[N:3][CH:4]=1. The yield is 0.450. (2) The reactants are [CH2:1]1[O:9][C:8]2[CH:7]=[CH:6][C:5]([CH2:10][C:11](C3C=CC=CC=3)=O)=[CH:4][C:3]=2[O:2]1.[CH3:19][O:20][C:21]1[CH:26]=[CH:25][C:24]([C:27]2[N:28]=[C:29]3[N:33]([C:34]=2[CH:35]=O)[CH:32]=[CH:31][S:30]3)=[CH:23][CH:22]=1.[OH-:37].[Na+]. The catalyst is C(O)C.C(OCC)(=O)C.CCCCCC. The product is [O:9]1[C:8]2[CH:7]=[CH:6][C:5]([C:10](=[O:37])/[CH:11]=[CH:35]/[C:34]3[N:33]4[C:29]([S:30][CH:31]=[CH:32]4)=[N:28][C:27]=3[C:24]3[CH:23]=[CH:22][C:21]([O:20][CH3:19])=[CH:26][CH:25]=3)=[CH:4][C:3]=2[O:2][CH2:1]1. The yield is 0.800. (3) The reactants are [CH2:1]([O:3][C:4](=[O:27])[CH:5]([C:10]1[CH:11]=[C:12]([C:17]2[CH:22]=[CH:21][C:20]([C:23]([F:26])([F:25])[F:24])=[CH:19][CH:18]=2)[CH:13]=[C:14]([OH:16])[CH:15]=1)[CH2:6][CH:7]([CH3:9])[CH3:8])[CH3:2].C1C=CC(N([S:35]([C:38]([F:41])([F:40])[F:39])(=[O:37])=[O:36])[S:35]([C:38]([F:41])([F:40])[F:39])(=[O:37])=[O:36])=CC=1.CCN(CC)CC. The catalyst is C1COCC1. The product is [CH2:1]([O:3][C:4](=[O:27])[CH:5]([C:10]1[CH:11]=[C:12]([C:17]2[CH:22]=[CH:21][C:20]([C:23]([F:24])([F:26])[F:25])=[CH:19][CH:18]=2)[CH:13]=[C:14]([O:16][S:35]([C:38]([F:41])([F:40])[F:39])(=[O:37])=[O:36])[CH:15]=1)[CH2:6][CH:7]([CH3:9])[CH3:8])[CH3:2]. The yield is 0.980. (4) The reactants are F[C:2]1[CH:11]=[CH:10][C:9]2[CH:12]=[CH:13][C:14](=[O:15])[N:7]3[C:8]=2[C:3]=1[CH:4](C=O)[CH2:5][CH2:6]3.C[O-:19].[Na+].[CH:21](OCC)=[O:22]. The catalyst is ClCCl. The product is [CH3:21][O:22][C:2]1[CH:11]=[CH:10][C:9]2[CH:12]=[CH:13][C:14](=[O:15])[N:7]3[C:8]=2[C:3]=1[C:4](=[O:19])[CH2:5][CH2:6]3. The yield is 0.800. (5) The reactants are [Cl-:1].[C:2]([C:5]1[C:14](=[O:15])[C:13]2[C:12]([N+]#N)=[C:11]3[O:18]C[O:20][C:10]3=[CH:9][C:8]=2[N:7]([CH2:21][CH3:22])[CH:6]=1)([OH:4])=[O:3].O. The catalyst is OS(O)(=O)=O. The product is [Cl:1][C:12]1[C:11]([OH:18])=[C:10]([OH:20])[CH:9]=[C:8]2[C:13]=1[C:14](=[O:15])[C:5]([C:2]([OH:4])=[O:3])=[CH:6][N:7]2[CH2:21][CH3:22]. The yield is 0.800. (6) The reactants are [CH3:1][C:2]([C:4]1[CH:9]=[CH:8][C:7]([NH2:10])=[CH:6][CH:5]=1)=[O:3].[Br:11]N1C(=O)CCC1=O. The catalyst is CC#N. The product is [NH2:10][C:7]1[CH:8]=[CH:9][C:4]([C:2](=[O:3])[CH3:1])=[CH:5][C:6]=1[Br:11]. The yield is 0.850.